From a dataset of Catalyst prediction with 721,799 reactions and 888 catalyst types from USPTO. Predict which catalyst facilitates the given reaction. Reactant: [F:1][C:2]1[CH:3]=[C:4]([CH:9]=[CH:10][C:11]=1[N:12]1[CH2:17][CH2:16][N:15]([CH3:18])[CH2:14][CH2:13]1)[C:5]([O:7]C)=[O:6].[OH-].[Na+]. Product: [F:1][C:2]1[CH:3]=[C:4]([CH:9]=[CH:10][C:11]=1[N:12]1[CH2:17][CH2:16][N:15]([CH3:18])[CH2:14][CH2:13]1)[C:5]([OH:7])=[O:6]. The catalyst class is: 5.